This data is from Forward reaction prediction with 1.9M reactions from USPTO patents (1976-2016). The task is: Predict the product of the given reaction. Given the reactants [N:1]([CH2:4][CH:5]1[O:10][C:9]2[C:11]([C:15]3[CH:20]=[CH:19][CH:18]=[CH:17][C:16]=3[Cl:21])=[CH:12][CH:13]=[CH:14][C:8]=2[NH:7][CH2:6]1)=[N+:2]=[N-:3].I[CH2:23][CH2:24][CH3:25], predict the reaction product. The product is: [N:1]([CH2:4][CH:5]1[O:10][C:9]2[C:11]([C:15]3[CH:20]=[CH:19][CH:18]=[CH:17][C:16]=3[Cl:21])=[CH:12][CH:13]=[CH:14][C:8]=2[N:7]([CH2:23][CH2:24][CH3:25])[CH2:6]1)=[N+:2]=[N-:3].